Dataset: Forward reaction prediction with 1.9M reactions from USPTO patents (1976-2016). Task: Predict the product of the given reaction. Given the reactants [Na].[C:2]1([S:16](O)(=O)=O)[C:15]2[C:6](=[CH:7][C:8]3[C:13]([CH:14]=2)=[CH:12][CH:11]=[CH:10][CH:9]=3)[CH:5]=[CH:4][CH:3]=1.P(Cl)(Cl)Cl.P(Cl)(Cl)(Cl)(Cl)Cl.C1(S(Cl)(=O)=O)C2C(=CC3C(C=2)=CC=CC=3)C=CC=1.[H-].[Al+3].[Li+].[H-].[H-].[H-].Cl, predict the reaction product. The product is: [C:2]1([SH:16])[C:15]2[C:6](=[CH:7][C:8]3[C:13]([CH:14]=2)=[CH:12][CH:11]=[CH:10][CH:9]=3)[CH:5]=[CH:4][CH:3]=1.